Dataset: NCI-60 drug combinations with 297,098 pairs across 59 cell lines. Task: Regression. Given two drug SMILES strings and cell line genomic features, predict the synergy score measuring deviation from expected non-interaction effect. (1) Cell line: MDA-MB-231. Synergy scores: CSS=17.4, Synergy_ZIP=-5.65, Synergy_Bliss=3.09, Synergy_Loewe=-1.92, Synergy_HSA=3.87. Drug 2: CN(CCCl)CCCl.Cl. Drug 1: C1=CC=C(C(=C1)C(C2=CC=C(C=C2)Cl)C(Cl)Cl)Cl. (2) Drug 1: CS(=O)(=O)C1=CC(=C(C=C1)C(=O)NC2=CC(=C(C=C2)Cl)C3=CC=CC=N3)Cl. Drug 2: CC1OCC2C(O1)C(C(C(O2)OC3C4COC(=O)C4C(C5=CC6=C(C=C35)OCO6)C7=CC(=C(C(=C7)OC)O)OC)O)O. Cell line: DU-145. Synergy scores: CSS=28.1, Synergy_ZIP=5.28, Synergy_Bliss=4.86, Synergy_Loewe=-9.05, Synergy_HSA=3.71. (3) Drug 1: C1=CC(=C2C(=C1NCCNCCO)C(=O)C3=C(C=CC(=C3C2=O)O)O)NCCNCCO. Drug 2: C1=C(C(=O)NC(=O)N1)N(CCCl)CCCl. Cell line: RXF 393. Synergy scores: CSS=31.4, Synergy_ZIP=-3.54, Synergy_Bliss=-1.48, Synergy_Loewe=2.32, Synergy_HSA=4.92. (4) Drug 1: CCCCC(=O)OCC(=O)C1(CC(C2=C(C1)C(=C3C(=C2O)C(=O)C4=C(C3=O)C=CC=C4OC)O)OC5CC(C(C(O5)C)O)NC(=O)C(F)(F)F)O. Drug 2: CC12CCC3C(C1CCC2O)C(CC4=C3C=CC(=C4)O)CCCCCCCCCS(=O)CCCC(C(F)(F)F)(F)F. Cell line: SN12C. Synergy scores: CSS=14.2, Synergy_ZIP=-0.505, Synergy_Bliss=-0.634, Synergy_Loewe=-18.2, Synergy_HSA=-4.39.